Dataset: Forward reaction prediction with 1.9M reactions from USPTO patents (1976-2016). Task: Predict the product of the given reaction. Given the reactants CCOCC.[CH3:6][O:7][C:8](=[O:34])[CH2:9][CH2:10][CH2:11][CH2:12][CH2:13][CH:14]([O:24][CH2:25][C:26]1[CH:31]=[CH:30][C:29]([O:32][CH3:33])=[CH:28][CH:27]=1)[C:15](=[O:23])[NH:16][C:17]1[CH:22]=[CH:21][CH:20]=[CH:19][CH:18]=1, predict the reaction product. The product is: [CH3:6][O:7][C:8](=[O:34])[CH2:9][CH2:10][CH2:11][CH2:12][CH2:13][C@@H:14]([O:24][CH2:25][C:26]1[CH:31]=[CH:30][C:29]([O:32][CH3:33])=[CH:28][CH:27]=1)[C:15](=[O:23])[NH:16][C:17]1[CH:22]=[CH:21][CH:20]=[CH:19][CH:18]=1.